This data is from Reaction yield outcomes from USPTO patents with 853,638 reactions. The task is: Predict the reaction yield, written as a fraction of the theoretical maximum amount of product (1.0 means a 100% yield; for example, 0.34 means a 34% yield). The reactants are Br[C:2]1[CH:3]=[CH:4][C:5]2[O:14][CH2:13][CH2:12][C:11]3[S:10][C:9]([C:15]4[N:16]([CH:20]([CH3:22])[CH3:21])[N:17]=[CH:18][N:19]=4)=[N:8][C:7]=3[C:6]=2[CH:23]=1.[CH3:24][O:25][C:26]1[CH:31]=[CH:30][CH:29]=[CH:28][C:27]=1B(O)O. No catalyst specified. The product is [CH:20]([N:16]1[C:15]([C:9]2[S:10][C:11]3[CH2:12][CH2:13][O:14][C:5]4[CH:4]=[CH:3][C:2]([C:27]5[CH:28]=[CH:29][CH:30]=[CH:31][C:26]=5[O:25][CH3:24])=[CH:23][C:6]=4[C:7]=3[N:8]=2)=[N:19][CH:18]=[N:17]1)([CH3:22])[CH3:21]. The yield is 0.540.